From a dataset of Forward reaction prediction with 1.9M reactions from USPTO patents (1976-2016). Predict the product of the given reaction. (1) Given the reactants C1(P(C2C=CC=CC=2)C2C=CC=CC=2)C=CC=CC=1.[C:20]([Br:24])(Br)(Br)[Br:21].O=[CH:26][CH2:27][CH:28]1[CH2:32][CH2:31][N:30]([C:33]([O:35][C:36]([CH3:39])([CH3:38])[CH3:37])=[O:34])[CH2:29]1, predict the reaction product. The product is: [Br:21][C:20]([Br:24])=[CH:26][CH2:27][CH:28]1[CH2:32][CH2:31][N:30]([C:33]([O:35][C:36]([CH3:37])([CH3:39])[CH3:38])=[O:34])[CH2:29]1. (2) The product is: [C:20]([CH2:8][CH:7]([C:4]1[CH:5]=[CH:6][CH:1]=[CH:2][CH:3]=1)[C:10]([O:12][CH3:27])=[O:11])#[N:22]. Given the reactants [CH:1]1[CH:6]=[CH:5][C:4]([CH:7]([C:10]([OH:12])=[O:11])[CH2:8]O)=[CH:3][CH:2]=1.COC(OC)(C)C.[CH2:20]([N:22](CC)CC)C.[CH3:27]S(Cl)(=O)=O.[C-]#N.[K+], predict the reaction product. (3) The product is: [Cl:1][C:2]1[CH:3]=[CH:4][C:5]([O:25][CH2:33][C:28]2[CH:29]=[CH:30][CH:31]=[CH:32][N:27]=2)=[C:6]([CH2:8][C:9]2[O:13][C:12]([C:14]([NH:16][C:17]3[C:22]([F:23])=[CH:21][CH:20]=[CH:19][C:18]=3[F:24])=[O:15])=[CH:11][CH:10]=2)[CH:7]=1. Given the reactants [Cl:1][C:2]1[CH:3]=[CH:4][C:5]([OH:25])=[C:6]([CH2:8][C:9]2[O:13][C:12]([C:14]([NH:16][C:17]3[C:22]([F:23])=[CH:21][CH:20]=[CH:19][C:18]=3[F:24])=[O:15])=[CH:11][CH:10]=2)[CH:7]=1.Cl.[N:27]1[CH:32]=[CH:31][CH:30]=[CH:29][C:28]=1[CH2:33]Cl.C(=O)([O-])[O-].[K+].[K+], predict the reaction product. (4) Given the reactants C(OCC)(=O)C.[CH2:7]([O:9][C@@H:10]([CH2:14][C:15]1[CH:20]=[CH:19][C:18]([O:21][CH2:22][CH2:23][N:24]2[C:28]([C:29]3[CH:34]=[CH:33][C:32]([S:35][CH3:36])=[CH:31][CH:30]=3)=[CH:27][CH:26]=[C:25]2[CH3:37])=[CH:17][CH:16]=1)[C:11]([OH:13])=[O:12])[CH3:8].Cl.CC(C)([O-])C.[K+:44], predict the reaction product. The product is: [K+:44].[CH2:7]([O:9][C@@H:10]([CH2:14][C:15]1[CH:16]=[CH:17][C:18]([O:21][CH2:22][CH2:23][N:24]2[C:28]([C:29]3[CH:30]=[CH:31][C:32]([S:35][CH3:36])=[CH:33][CH:34]=3)=[CH:27][CH:26]=[C:25]2[CH3:37])=[CH:19][CH:20]=1)[C:11]([O-:13])=[O:12])[CH3:8].